From a dataset of Full USPTO retrosynthesis dataset with 1.9M reactions from patents (1976-2016). Predict the reactants needed to synthesize the given product. (1) Given the product [Cl:22][C:17]1[CH:16]=[C:15]([C:3]2([CH2:4][CH2:5][C:6]([O:8][CH3:9])=[O:7])[CH2:1][NH:2][C:12](=[O:13])[CH2:11][CH2:10]2)[CH:20]=[CH:19][C:18]=1[Cl:21], predict the reactants needed to synthesize it. The reactants are: [C:1]([C:3]([C:15]1[CH:20]=[CH:19][C:18]([Cl:21])=[C:17]([Cl:22])[CH:16]=1)([CH2:10][CH2:11][C:12]([O-])=[O:13])[CH2:4][CH2:5][C:6]([O:8][CH3:9])=[O:7])#[N:2]. (2) Given the product [CH:8]1[C:9]2[C:14](=[CH:13][CH:12]=[CH:11][CH:10]=2)[CH:15]=[CH:16][C:7]=1[C:5]1[N:6]=[C:2]([NH:1][C:18]([C:20]2[C:21]([C:25]([OH:27])=[O:26])=[N:22][NH:23][N:24]=2)=[O:19])[S:3][CH:4]=1, predict the reactants needed to synthesize it. The reactants are: [NH2:1][C:2]1[S:3][CH:4]=[C:5]([C:7]2[CH:16]=[CH:15][C:14]3[C:9](=[CH:10][CH:11]=[CH:12][CH:13]=3)[CH:8]=2)[N:6]=1.Cl[C:18]([C:20]1[C:21]([C:25]([O:27]C)=[O:26])=[N:22][NH:23][N:24]=1)=[O:19].[OH-].[Li+]. (3) Given the product [Cl:1][C:2]1[C:3]([N:18]2[CH2:19][CH2:20][CH:21]([C:24]([NH:57][S:54]([C:52]3[S:53][C:49]([Cl:48])=[CH:50][CH:51]=3)(=[O:56])=[O:55])=[O:25])[CH2:22][CH2:23]2)=[N:4][CH:5]=[C:6]([C:11]2[O:12][C:13]([CH2:16][CH3:17])=[CH:14][N:15]=2)[C:7]=1[N:8]([CH3:9])[CH3:10], predict the reactants needed to synthesize it. The reactants are: [Cl:1][C:2]1[C:3]([N:18]2[CH2:23][CH2:22][CH:21]([C:24](O)=[O:25])[CH2:20][CH2:19]2)=[N:4][CH:5]=[C:6]([C:11]2[O:12][C:13]([CH2:16][CH3:17])=[CH:14][N:15]=2)[C:7]=1[N:8]([CH3:10])[CH3:9].CCN=C=NCCCN(C)C.C1C=CC2N(O)N=NC=2C=1.[Cl:48][C:49]1[S:53][C:52]([S:54]([NH2:57])(=[O:56])=[O:55])=[CH:51][CH:50]=1. (4) The reactants are: [NH:1]1[C:5]2[CH:6]=[CH:7][CH:8]=[CH:9][C:4]=2[N:3]=[C:2]1[C:10]1[C:14]([NH2:15])=[CH:13][NH:12][N:11]=1.[C:16](Cl)(=[O:21])[C:17]([CH3:20])([CH3:19])[CH3:18].N1C2C=CC=CC=2N=C1C1C(NC(=O)C(C)C)=CNN=1. Given the product [NH:3]1[C:4]2[CH:9]=[CH:8][CH:7]=[CH:6][C:5]=2[N:1]=[C:2]1[C:10]1[C:14]([NH:15][C:16](=[O:21])[C:17]([CH3:20])([CH3:19])[CH3:18])=[CH:13][NH:12][N:11]=1, predict the reactants needed to synthesize it. (5) The reactants are: [CH2:1]([O:8][C:9]1[C:10]([C:29]([OH:31])=O)=[N:11][C:12]([CH2:16][C:17]2([C:22]3[CH:27]=[CH:26][CH:25]=[C:24]([Cl:28])[CH:23]=3)[CH2:21][CH2:20][CH2:19][CH2:18]2)=[N:13][C:14]=1[OH:15])[C:2]1[CH:7]=[CH:6][CH:5]=[CH:4][CH:3]=1.[Si:32]([O:39][CH2:40][CH2:41][NH:42][CH:43]([CH3:45])[CH3:44])([C:35]([CH3:38])([CH3:37])[CH3:36])([CH3:34])[CH3:33].[Si](OCCN(C(C)C)C(C1C(OCC2C=CC=CC=2)=C(O)N=C(CC2(C3C=CC(C(F)(F)F)=CC=3)CCCC2)N=1)=O)(C(C)(C)C)(C)C. Given the product [CH2:1]([O:8][C:9]1[C:10]([C:29]([N:42]([CH2:41][CH2:40][O:39][Si:32]([C:35]([CH3:37])([CH3:36])[CH3:38])([CH3:33])[CH3:34])[CH:43]([CH3:44])[CH3:45])=[O:31])=[N:11][C:12]([CH2:16][C:17]2([C:22]3[CH:27]=[CH:26][CH:25]=[C:24]([Cl:28])[CH:23]=3)[CH2:21][CH2:20][CH2:19][CH2:18]2)=[N:13][C:14]=1[OH:15])[C:2]1[CH:7]=[CH:6][CH:5]=[CH:4][CH:3]=1, predict the reactants needed to synthesize it.